The task is: Predict the product of the given reaction.. This data is from Forward reaction prediction with 1.9M reactions from USPTO patents (1976-2016). (1) Given the reactants Cl[C:2]1[C:3]2[C:10]([C:11]3[CH:16]=[CH:15][C:14]([O:17][CH3:18])=[CH:13][CH:12]=3)=[C:9]([C:19]3[CH:24]=[CH:23][CH:22]=[CH:21][CH:20]=3)[O:8][C:4]=2[N:5]=[CH:6][N:7]=1.CCN(C(C)C)C(C)C.[C:34]([O:38][C:39]([NH:41][CH2:42][CH2:43][CH2:44][CH2:45][CH2:46][NH2:47])=[O:40])([CH3:37])([CH3:36])[CH3:35], predict the reaction product. The product is: [C:34]([O:38][C:39](=[O:40])[NH:41][CH2:42][CH2:43][CH2:44][CH2:45][CH2:46][NH:47][C:2]1[C:3]2[C:10]([C:11]3[CH:16]=[CH:15][C:14]([O:17][CH3:18])=[CH:13][CH:12]=3)=[C:9]([C:19]3[CH:24]=[CH:23][CH:22]=[CH:21][CH:20]=3)[O:8][C:4]=2[N:5]=[CH:6][N:7]=1)([CH3:37])([CH3:35])[CH3:36]. (2) Given the reactants [C:1](=[O:4])([O-])[O-].[K+].[K+].[Cl:7][C:8]1[CH:9]=[C:10]([C@@H:18]([CH2:32][CH:33]2[CH2:37][CH2:36][CH2:35][CH2:34]2)[C:19]([NH:21][C:22]2[CH:27]=[N:26][C:25](C=C(C)C)=[CH:24][N:23]=2)=[O:20])[CH:11]=[CH:12][C:13]=1[S:14]([CH3:17])(=[O:16])=[O:15].CS(N)(=O)=O.S([O-])([O-])=[O:44].[Na+].[Na+].[C:49]1([CH3:55])C=CC=C[CH:50]=1, predict the reaction product. The product is: [Cl:7][C:8]1[CH:9]=[C:10]([C@@H:18]([CH2:32][CH:33]2[CH2:34][CH2:35][CH2:36][CH2:37]2)[C:19]([NH:21][C:22]2[CH:27]=[N:26][C:25]([C@@H:1]([OH:4])[C:49]([OH:44])([CH3:55])[CH3:50])=[CH:24][N:23]=2)=[O:20])[CH:11]=[CH:12][C:13]=1[S:14]([CH3:17])(=[O:16])=[O:15]. (3) The product is: [Cl:16][C:17]1[C:18]([N:4]2[CH2:3][CH2:2][N:1]([CH2:7][C:8]([N:10]3[CH2:11][CH2:12][O:13][CH2:14][CH2:15]3)=[O:9])[CH2:6][CH2:5]2)=[C:19]([F:35])[CH:20]=[C:21]2[C:26]=1[N:25]([C@H:27]1[CH2:29][C@H:28]1[F:30])[CH:24]=[C:23]([C:31]([OH:33])=[O:32])[C:22]2=[O:34]. Given the reactants [N:1]1([CH2:7][C:8]([N:10]2[CH2:15][CH2:14][O:13][CH2:12][CH2:11]2)=[O:9])[CH2:6][CH2:5][NH:4][CH2:3][CH2:2]1.[Cl:16][C:17]1[C:18](F)=[C:19]([F:35])[CH:20]=[C:21]2[C:26]=1[N:25]([C@H:27]1[CH2:29][C@H:28]1[F:30])[CH:24]=[C:23]([C:31]([OH:33])=[O:32])[C:22]2=[O:34], predict the reaction product. (4) Given the reactants [CH3:1][O:2][C:3]1[CH:8]=[CH:7][C:6]([C:9]2[C:10](=[O:16])[NH:11][C:12](=[O:15])[NH:13][CH:14]=2)=[CH:5][CH:4]=1.[CH2:17]([N:23]=[C:24]=[O:25])[CH2:18][CH2:19][CH2:20][CH2:21][CH3:22], predict the reaction product. The product is: [CH2:17]([NH:23][C:24]([N:13]1[CH:14]=[C:9]([C:6]2[CH:5]=[CH:4][C:3]([O:2][CH3:1])=[CH:8][CH:7]=2)[C:10](=[O:16])[NH:11][C:12]1=[O:15])=[O:25])[CH2:18][CH2:19][CH2:20][CH2:21][CH3:22].